Task: Predict which catalyst facilitates the given reaction.. Dataset: Catalyst prediction with 721,799 reactions and 888 catalyst types from USPTO (1) Reactant: [CH:1]([N:4]([CH2:8][CH2:9][CH:10]([C:17]1[CH:22]=[C:21]([CH2:23][OH:24])[CH:20]=[CH:19][C:18]=1[O:25]CC1C=CC=CC=1)[C:11]1[CH:16]=[CH:15][CH:14]=[CH:13][CH:12]=1)[CH:5]([CH3:7])[CH3:6])([CH3:3])[CH3:2]. Product: [CH:1]([N:4]([CH2:8][CH2:9][CH:10]([C:17]1[CH:22]=[C:21]([CH2:23][OH:24])[CH:20]=[CH:19][C:18]=1[OH:25])[C:11]1[CH:12]=[CH:13][CH:14]=[CH:15][CH:16]=1)[CH:5]([CH3:7])[CH3:6])([CH3:2])[CH3:3]. The catalyst class is: 352. (2) Reactant: [NH2:1][C@@H:2]1[CH2:7][CH2:6][CH2:5][CH2:4][C@@H:3]1[NH:8][C:9](=O)OC(C)(C)C.N1(OC2[N:31]=[C:30]([NH:32][C:33]3[CH:38]=[CH:37][C:36]([N:39]4[CH:43]=[CH:42][CH:41]=[N:40]4)=[C:35]([F:44])[CH:34]=3)[C:29]([C:45]([NH2:47])=[O:46])=[CH:28][N:27]=2)C2C=CC=CC=2N=N1.CCN(C(C)C)C(C)C.O. Product: [NH2:1][C@H:2]1[CH2:7][CH2:6][CH2:5][CH2:4][C@H:3]1[NH:8][C:9]1[N:31]=[C:30]([NH:32][C:33]2[CH:38]=[CH:37][C:36]([N:39]3[CH:43]=[CH:42][CH:41]=[N:40]3)=[C:35]([F:44])[CH:34]=2)[C:29]([C:45]([NH2:47])=[O:46])=[CH:28][N:27]=1. The catalyst class is: 37.